This data is from Orexin1 receptor HTS with 218,158 compounds and 233 confirmed actives. The task is: Binary Classification. Given a drug SMILES string, predict its activity (active/inactive) in a high-throughput screening assay against a specified biological target. (1) The drug is O1C2(OCc3c2cccc3)C(O)C(O)CC1CCO. The result is 0 (inactive). (2) The molecule is S(C=1N(CC)C(=O)C(/N1)=C/c1cc(OC)c(OC)cc1)CC(=O)NCc1occc1. The result is 0 (inactive). (3) The molecule is O1CCN(CC1)c1c(cc([N+]([O-])=O)cc1)/C=N/NC(=O)c1ncccc1. The result is 0 (inactive). (4) The molecule is S(c1n2nc(ccc2nn1)c1ncccc1)CC(=O)Nc1c(OC)cc(OC)cc1. The result is 0 (inactive). (5) The compound is Clc1c(NC(=O)COC(=O)C23CC4CC(C3)CC(C2)C4)ccc([N+]([O-])=O)c1. The result is 0 (inactive). (6) The compound is O(CCCNC(=O)c1ccc(OCC)cc1)CCCC. The result is 0 (inactive). (7) The drug is S(C=1NC(=C(C(C1C#N)c1cccnc1)C(OCC=C)=O)C)CC(=O)NC(OCC)=O. The result is 0 (inactive).